Dataset: Reaction yield outcomes from USPTO patents with 853,638 reactions. Task: Predict the reaction yield, written as a fraction of the theoretical maximum amount of product (1.0 means a 100% yield; for example, 0.34 means a 34% yield). The reactants are [S:1]1[C:5]2[CH:6]=[CH:7][CH:8]=[CH:9][C:4]=2[C:3]([N:10]2[CH2:15][CH2:14][N:13]([CH2:16][CH2:17][C:18]3[CH:19]=[C:20]4[C:24](=[CH:25][CH:26]=3)[C:23]([CH3:28])([CH3:27])[CH:22]([NH:29][C:30](=O)[CH3:31])[CH2:21]4)[CH2:12][CH2:11]2)=[N:2]1. The catalyst is C1COCC1. The product is [S:1]1[C:5]2[CH:6]=[CH:7][CH:8]=[CH:9][C:4]=2[C:3]([N:10]2[CH2:15][CH2:14][N:13]([CH2:16][CH2:17][C:18]3[CH:19]=[C:20]4[C:24](=[CH:25][CH:26]=3)[C:23]([CH3:28])([CH3:27])[CH:22]([NH:29][CH2:30][CH3:31])[CH2:21]4)[CH2:12][CH2:11]2)=[N:2]1. The yield is 0.700.